Task: Predict the reactants needed to synthesize the given product.. Dataset: Full USPTO retrosynthesis dataset with 1.9M reactions from patents (1976-2016) Given the product [Cl:1][C:2]1[CH:7]=[CH:6][CH:5]=[CH:4][C:3]=1[C:8]1[C:9]([C:18]2[CH:19]=[CH:20][C:21]([Cl:24])=[CH:22][CH:23]=2)=[CH:10][C:11]2[N:12]([C:14](=[O:17])[N:15]([CH2:26][C:27]3[CH:32]=[N:31][C:30]([C:33]([F:36])([F:34])[F:35])=[CH:29][CH:28]=3)[N:16]=2)[N:13]=1, predict the reactants needed to synthesize it. The reactants are: [Cl:1][C:2]1[CH:7]=[CH:6][CH:5]=[CH:4][C:3]=1[C:8]1[C:9]([C:18]2[CH:23]=[CH:22][C:21]([Cl:24])=[CH:20][CH:19]=2)=[CH:10][C:11]2[N:12]([C:14](=[O:17])[NH:15][N:16]=2)[N:13]=1.Cl[CH2:26][C:27]1[CH:28]=[CH:29][C:30]([C:33]([F:36])([F:35])[F:34])=[N:31][CH:32]=1.FC(F)(F)C1C=CC(CN2C(=O)N3N=C(C4C=CC=CC=4Cl)C(C4C=CC(Cl)=CC=4)=CC3=N2)=CC=1.